Dataset: Peptide-MHC class I binding affinity with 185,985 pairs from IEDB/IMGT. Task: Regression. Given a peptide amino acid sequence and an MHC pseudo amino acid sequence, predict their binding affinity value. This is MHC class I binding data. The peptide sequence is GFKLRSAVM. The MHC is HLA-B39:01 with pseudo-sequence HLA-B39:01. The binding affinity (normalized) is 0.0847.